Dataset: Full USPTO retrosynthesis dataset with 1.9M reactions from patents (1976-2016). Task: Predict the reactants needed to synthesize the given product. (1) Given the product [Cl:45][C:38]1[CH:39]=[C:40]([CH:43]=[CH:44][CH:37]=1)[C:41]#[N:42], predict the reactants needed to synthesize it. The reactants are: [Si](OCCC1N=CN(C(C2C=CC=CC=2)(C2C=CC=CC=2)C2C=CC=CC=2)C=1)(C(C)(C)C)(C)C.BrC[C:37]1[CH:44]=[CH:43][C:40]([C:41]#[N:42])=[CH:39][C:38]=1[Cl:45].CO.N(CC)CC. (2) Given the product [Cl:21][C:22]1[N:23]=[C:24]([C:29]([NH:1][C@H:2]2[CH2:7][CH2:6][N:5]([C:8]3[CH:9]=[CH:10][C:11]([F:18])=[C:12]([CH:17]=3)[C:13]([O:15][CH3:16])=[O:14])[CH2:4][C@H:3]2[O:19][CH3:20])=[O:30])[NH:25][C:26]=1[CH2:27][CH3:28], predict the reactants needed to synthesize it. The reactants are: [NH2:1][C@H:2]1[CH2:7][CH2:6][N:5]([C:8]2[CH:9]=[CH:10][C:11]([F:18])=[C:12]([CH:17]=2)[C:13]([O:15][CH3:16])=[O:14])[CH2:4][C@H:3]1[O:19][CH3:20].[Cl:21][C:22]1[N:23]=[C:24]([C:29](O)=[O:30])[NH:25][C:26]=1[CH2:27][CH3:28].CCN=C=NCCCN(C)C.Cl.C1C=CC2N(O)N=NC=2C=1. (3) Given the product [OH:1][C:2]1[CH:7]=[CH:6][C:5]([C:8]2[CH:13]=[CH:12][CH:11]=[C:10]([CH:14]=[C:29]3[S:23][C:24]([N:30]4[CH2:34][CH2:33][CH2:32][CH2:31]4)=[N:26][C:27]3=[O:28])[CH:9]=2)=[CH:4][C:3]=1[C:16]1([CH3:22])[CH2:17][CH2:18][CH2:19][CH2:20][CH2:21]1, predict the reactants needed to synthesize it. The reactants are: [OH:1][C:2]1[CH:7]=[CH:6][C:5]([C:8]2[CH:13]=[CH:12][CH:11]=[C:10]([CH:14]=O)[CH:9]=2)=[CH:4][C:3]=1[C:16]1([CH3:22])[CH2:21][CH2:20][CH2:19][CH2:18][CH2:17]1.[S:23]1[CH2:29][C:27](=[O:28])[NH:26][C:24]1=S.[NH:30]1[CH2:34][CH2:33][CH2:32][CH2:31]1. (4) Given the product [CH3:1][C:2]1[O:3][C:4]2[C:9]([C:10](=[O:12])[CH:11]=1)=[CH:8][CH:7]=[CH:6][C:5]=2[CH:13]=[C:17]([C:16](=[O:21])[CH3:15])[C:18](=[O:20])[CH3:19], predict the reactants needed to synthesize it. The reactants are: [CH3:1][C:2]1[O:3][C:4]2[C:9]([C:10](=[O:12])[CH:11]=1)=[CH:8][CH:7]=[CH:6][C:5]=2[CH:13]=O.[CH3:15][C:16](=[O:21])[CH2:17][C:18](=[O:20])[CH3:19].C(O)(=O)C.N1CCCCC1. (5) Given the product [C:38]([N:13]1[CH2:12][CH2:11][C:10]([CH2:16][NH:17][C:18]([NH:20][C:21]2[C:22]([CH:30]([CH3:32])[CH3:31])=[CH:23][CH:24]=[CH:25][C:26]=2[CH:27]([CH3:28])[CH3:29])=[O:19])([C:6]2[CH:7]=[CH:8][CH:9]=[C:4]([O:3][CH3:2])[CH:5]=2)[CH2:15][CH2:14]1)(=[O:40])[CH3:39], predict the reactants needed to synthesize it. The reactants are: Cl.[CH3:2][O:3][C:4]1[CH:5]=[C:6]([C:10]2([CH2:16][NH:17][C:18]([NH:20][C:21]3[C:26]([CH:27]([CH3:29])[CH3:28])=[CH:25][CH:24]=[CH:23][C:22]=3[CH:30]([CH3:32])[CH3:31])=[O:19])[CH2:15][CH2:14][NH:13][CH2:12][CH2:11]2)[CH:7]=[CH:8][CH:9]=1.C(N([CH2:38][CH3:39])CC)C.[OH2:40]. (6) The reactants are: [CH2:1]([Si:5]([CH3:17])([CH3:16])N(C)[Si](C)(CCCC)N[SiH3])[CH2:2][CH2:3][CH3:4].[F:18][C:19]([F:30])([F:29])[C:20]([O:22]C(=O)C(F)(F)F)=[O:21]. Given the product [F:18][C:19]([F:30])([F:29])[C:20]([O:22][Si:5]([CH2:1][CH2:2][CH2:3][CH3:4])([CH3:16])[CH3:17])=[O:21], predict the reactants needed to synthesize it.